Dataset: Experimentally validated miRNA-target interactions with 360,000+ pairs, plus equal number of negative samples. Task: Binary Classification. Given a miRNA mature sequence and a target amino acid sequence, predict their likelihood of interaction. (1) The miRNA is hsa-miR-4775 with sequence UUAAUUUUUUGUUUCGGUCACU. Result: 1 (interaction). The protein sequence of the target gene is MENSEKTEVVLLACGSFNPITNMHLRLFELAKDYMNGTGRYTVVKGIISPVGDAYKKKGLIPAYHRVIMAELATKNSKWVEVDTWESLQKEWKETLKVLRHHQEKLEASDCDHQQNSPTLERPGRKRKWTETQDSSQKKSLEPKTKAVPKVKLLCGADLLESFAVPNLWKSEDITQIVANYGLICVTRAGNDAQKFIYESDVLWKHRSNIHVVNEWIANDISSTKIRRALRRGQSIRYLVPDLVQEYIEKHNLYSSESEDRNAGVILAPLQRNTAEAKT. (2) The miRNA is hsa-miR-5585-5p with sequence UGAAGUACCAGCUACUCGAGAG. The protein sequence of the target gene is MSASFVPNGASLEDCHCNLFCLADLTGIKWKKYVWQGPTSAPILFPVTEEDPILSSFSRCLKADVLGVWRRDQRPGRRELWIFWWGEDPSFADLIHHDLSEEEDGVWENGLSYECRTLLFKAVHNLLERCLMNRNFVRIGKWFVKPYEKDEKPINKSEHLSCSFTFFLHGDSNVCTSVEINQHQPVYLLSEEHITLAQQSNSPFQVILCPFGLNGTLTGQAFKMSDSATKKLIGEWKQFYPISCCLKEMSEEKQEDMDWEDDSLAAVEVLVAGVRMIYPACFVLVPQSDIPTPSPVGSTH.... Result: 1 (interaction). (3) The miRNA is hsa-miR-99a-5p with sequence AACCCGUAGAUCCGAUCUUGUG. The protein sequence of the target gene is MTILTYPFKNLPTASKWALRFSIRPLSCSSQLRAAPAVQTKTKKTLAKPNIRNVVVVDGVRTPFLLSGTSYKDLMPHDLARAALTGLLHRTSVPKEVVDYIIFGTVIQEVKTSNVAREAALGAGFSDKTPAHTVTMACISANQAMTTGVGLIASGQCDVIVAGGVELMSDVPIRHSRKMRKLMLDLNKAKSMGQRLSLISKFRFNFLAPELPAVSEFSTSETMGHSADRLAAAFAVSRLEQDEYALRSHSLAKKAQDEGLLSDVVPFKVPGKDTVTKDNGIRPSSLEQMAKLKPAFIKPY.... Result: 1 (interaction).